Dataset: Full USPTO retrosynthesis dataset with 1.9M reactions from patents (1976-2016). Task: Predict the reactants needed to synthesize the given product. (1) Given the product [C:1]1([S:7]([N:10]2[C:14]3=[N:15][CH:16]=[C:17]([F:19])[CH:18]=[C:13]3[CH:12]=[C:11]2[C:20](=[O:27])[CH2:21][CH:22]2[CH2:23][CH2:24][CH2:25][CH2:26]2)(=[O:9])=[O:8])[CH:2]=[CH:3][CH:4]=[CH:5][CH:6]=1, predict the reactants needed to synthesize it. The reactants are: [C:1]1([S:7]([N:10]2[C:14]3=[N:15][CH:16]=[C:17]([F:19])[CH:18]=[C:13]3[CH:12]=[C:11]2[CH:20]([OH:27])[CH2:21][CH:22]2[CH2:26][CH2:25][CH2:24][CH2:23]2)(=[O:9])=[O:8])[CH:6]=[CH:5][CH:4]=[CH:3][CH:2]=1.CC(OI1(OC(C)=O)(OC(C)=O)OC(=O)C2C=CC=CC1=2)=O. (2) Given the product [CH3:34][CH2:33][NH:32][CH:30]([CH2:29][C:27]1[CH:26]=[CH:25][C:23]2[O:24][CH2:20][O:21][C:22]=2[CH:28]=1)[CH3:31], predict the reactants needed to synthesize it. The reactants are: CS(C)=O.O=C1CCC(=O)N1OC(=O)CCC(NC[CH:20]1[O:24][C:23]2[CH:25]=[CH:26][C:27]([CH2:29][CH:30]([N:32](CC)[C:33](=O)[C:34](F)(F)F)[CH3:31])=[CH:28][C:22]=2[O:21]1)=O.N[C@H](C(O)=O)CCCCN. (3) Given the product [CH3:1][O:2][C:3]1[CH:4]=[CH:5][C:6]([N+:12]([O-:14])=[O:13])=[C:7]([CH:11]=1)[C:8]([NH2:16])=[O:9], predict the reactants needed to synthesize it. The reactants are: [CH3:1][O:2][C:3]1[CH:4]=[CH:5][C:6]([N+:12]([O-:14])=[O:13])=[C:7]([CH:11]=1)[C:8](O)=[O:9].C[N:16](C=O)C.C(Cl)(=O)C(Cl)=O.N.